From a dataset of Full USPTO retrosynthesis dataset with 1.9M reactions from patents (1976-2016). Predict the reactants needed to synthesize the given product. (1) The reactants are: [Cl:1][C:2]1[CH:3]=[C:4]([CH2:8][CH2:9][NH:10][C:11](=[O:13])[CH3:12])[CH:5]=[CH:6][CH:7]=1.[S:14]([Cl:18])(=O)(=[O:16])[OH:15]. Given the product [C:11]([NH:10][CH2:9][CH2:8][C:4]1[CH:3]=[C:2]([Cl:1])[CH:7]=[CH:6][C:5]=1[S:14]([Cl:18])(=[O:16])=[O:15])(=[O:13])[CH3:12], predict the reactants needed to synthesize it. (2) Given the product [CH:11]1([NH:17][C:18]([N:8]2[C:9]3[C:5](=[CH:4][CH:3]=[C:2]([F:1])[CH:10]=3)[CH2:6][CH2:7]2)=[O:19])[CH2:16][CH2:15][CH2:14][CH2:13][CH2:12]1, predict the reactants needed to synthesize it. The reactants are: [F:1][C:2]1[CH:10]=[C:9]2[C:5]([CH2:6][CH2:7][NH:8]2)=[CH:4][CH:3]=1.[CH:11]1([N:17]=[C:18]=[O:19])[CH2:16][CH2:15][CH2:14][CH2:13][CH2:12]1. (3) Given the product [Cl:1][C:2]1[CH:11]=[N:10][C:5]2[S:6][CH2:7][CH2:8][N:9]([C:15]3[C:24]4[C:19](=[CH:20][CH:21]=[CH:22][C:23]=4[F:25])[N:18]=[C:17]([C:26]4[CH:31]=[CH:30][CH:29]=[CH:28][N:27]=4)[C:16]=3[CH3:32])[C:4]=2[CH:3]=1, predict the reactants needed to synthesize it. The reactants are: [Cl:1][C:2]1[CH:11]=[N:10][C:5]2[S:6][CH2:7][CH2:8][NH:9][C:4]=2[CH:3]=1.[H-].[Na+].Cl[C:15]1[C:24]2[C:19](=[CH:20][CH:21]=[CH:22][C:23]=2[F:25])[N:18]=[C:17]([C:26]2[CH:31]=[CH:30][CH:29]=[CH:28][N:27]=2)[C:16]=1[CH3:32]. (4) Given the product [Cl:9][C:10]1[N:15]=[C:14]([NH:1][C@@H:2]([C@H:5]([O:7][CH3:8])[CH3:6])[CH2:3][OH:4])[CH:13]=[CH:12][N:11]=1, predict the reactants needed to synthesize it. The reactants are: [NH2:1][C@@H:2]([C@H:5]([O:7][CH3:8])[CH3:6])[CH2:3][OH:4].[Cl:9][C:10]1[N:15]=[C:14](Cl)[CH:13]=[CH:12][N:11]=1.CCN(C(C)C)C(C)C. (5) Given the product [CH:8]1([O:28][C:25]2[CH:24]=[CH:23][C:22]([C:21]3[C:14]4=[N:13][S:12](=[O:29])(=[O:11])[CH2:17][CH2:16][N:15]4[CH:18]=[CH:19][CH:20]=3)=[CH:27][CH:26]=2)[CH2:10][CH2:9]1, predict the reactants needed to synthesize it. The reactants are: C(=O)([O-])[O-].[K+].[K+].Br[CH:8]1[CH2:10][CH2:9]1.[O:11]=[S:12]1(=[O:29])[CH2:17][CH2:16][N:15]2[CH:18]=[CH:19][CH:20]=[C:21]([C:22]3[CH:27]=[CH:26][C:25]([OH:28])=[CH:24][CH:23]=3)[C:14]2=[N:13]1.[I-].[Na+].[OH-].[Na+]. (6) Given the product [CH3:7][C:8]1[CH:17]=[C:16]([CH2:18][O:19][C:20]2[CH:25]=[CH:24][C:23]([S:26]([Cl:32])(=[O:29])=[O:27])=[CH:22][CH:21]=2)[C:15]2[C:10](=[CH:11][CH:12]=[CH:13][CH:14]=2)[N:9]=1, predict the reactants needed to synthesize it. The reactants are: CN(C=O)C.[Na+].[CH3:7][C:8]1[CH:17]=[C:16]([CH2:18][O:19][C:20]2[CH:25]=[CH:24][C:23]([S:26]([O-:29])(=O)=[O:27])=[CH:22][CH:21]=2)[C:15]2[C:10](=[CH:11][CH:12]=[CH:13][CH:14]=2)[N:9]=1.S(Cl)([Cl:32])=O. (7) Given the product [C:30]([C:11]1[N:18]2[C:14]([S:15][CH:16]=[CH:17]2)=[C:13]([S:19][CH3:20])[N:12]=1)#[N:31], predict the reactants needed to synthesize it. The reactants are: C([Mg]Br)C.C1COCC1.I[C:11]1[N:18]2[C:14]([S:15][CH:16]=[CH:17]2)=[C:13]([S:19][CH3:20])[N:12]=1.C1(C)C=CC(S([C:30]#[N:31])(=O)=O)=CC=1.[Cl-].[NH4+]. (8) Given the product [Cl:12][C:13]1[CH:14]=[C:15]([C:4]2[CH:5]=[CH:6][CH:7]=[CH:8][C:3]=2[S:2][CH3:1])[C:16]([NH2:19])=[N:17][CH:18]=1, predict the reactants needed to synthesize it. The reactants are: [CH3:1][S:2][C:3]1[CH:8]=[CH:7][CH:6]=[CH:5][C:4]=1B(O)O.[Cl:12][C:13]1[CH:14]=[C:15](I)[C:16]([NH2:19])=[N:17][CH:18]=1.C(=O)([O-])[O-].[Na+].[Na+]. (9) Given the product [O:22]1[CH:26]=[CH:25][CH:24]=[C:23]1[CH2:27][NH:1][C:2]1[CH:10]=[CH:9][CH:8]=[C:7]2[C:3]=1[C:4](=[O:21])[N:5]([CH:12]1[CH2:17][CH:16]([OH:18])[C:15](=[O:19])[NH:14][C:13]1=[O:20])[C:6]2=[O:11], predict the reactants needed to synthesize it. The reactants are: [NH2:1][C:2]1[CH:10]=[CH:9][CH:8]=[C:7]2[C:3]=1[C:4](=[O:21])[N:5]([CH:12]1[CH2:17][CH:16]([OH:18])[C:15](=[O:19])[NH:14][C:13]1=[O:20])[C:6]2=[O:11].[O:22]1[CH:26]=[CH:25][CH:24]=[C:23]1[CH:27]=O.[BH4-].[Na+]. (10) Given the product [CH2:52]([O:54][C:55](=[O:59])[CH:56]=[C:57]([C:11]1[CH:12]=[CH:13][CH:14]=[CH:15][C:10]=1[CH2:9][NH:8][C:1]([O:3][C:4]([CH3:7])([CH3:6])[CH3:5])=[O:2])[CH3:58])[CH3:53], predict the reactants needed to synthesize it. The reactants are: [C:1]([NH:8][CH2:9][C:10]1[CH:15]=[CH:14][CH:13]=[CH:12][C:11]=1Br)([O:3][C:4]([CH3:7])([CH3:6])[CH3:5])=[O:2].C(N(CCCC)CCCC)CCC.C1(C)C=CC=CC=1P(C1C=CC=CC=1C)C1C=CC=CC=1C.[CH2:52]([O:54][C:55](=[O:59])/[CH:56]=[CH:57]/[CH3:58])[CH3:53].